From a dataset of Full USPTO retrosynthesis dataset with 1.9M reactions from patents (1976-2016). Predict the reactants needed to synthesize the given product. (1) The reactants are: C(Cl)(=O)C(Cl)=O.[CH3:7][O:8][C:9]1[C:17]([O:18][CH3:19])=[CH:16][C:12]([C:13]([OH:15])=O)=[C:11]([N+:20]([O-:22])=[O:21])[CH:10]=1.[NH:23]1[CH2:27][CH2:26][CH2:25][C@H:24]1[CH2:28][OH:29].C(N(CC)CC)C.C(=O)=O.CC#N. Given the product [CH3:7][O:8][C:9]1[C:17]([O:18][CH3:19])=[CH:16][C:12]([C:13]([N:23]2[CH2:27][CH2:26][CH2:25][CH:24]2[CH2:28][OH:29])=[O:15])=[C:11]([N+:20]([O-:22])=[O:21])[CH:10]=1, predict the reactants needed to synthesize it. (2) The reactants are: [F:1][C:2]1[CH:7]=[CH:6][C:5]([C:8]([CH2:25][CH2:26][CH3:27])([CH2:22][CH2:23][CH3:24])[C:9]([CH:11](C(OCC)=O)[C:12]([O:14]CC)=O)=[O:10])=[CH:4][CH:3]=1.ClCCl.Cl. Given the product [F:1][C:2]1[CH:3]=[C:4]2[C:5](=[CH:6][CH:7]=1)[C:8]([CH2:22][CH2:23][CH3:24])([CH2:25][CH2:26][CH3:27])[C:9](=[O:10])[CH:11]=[C:12]2[OH:14], predict the reactants needed to synthesize it. (3) The reactants are: [CH:1]1[C:2]2[C:16]3[C:11](=[CH:12][CH:13]=[CH:14][CH:15]=3)[CH:10]=[CH:9][C:3]=2[O:4][C:5]=1[C:6]([OH:8])=[O:7].[CH2:17](O)[CH3:18].S(Cl)(Cl)=O. Given the product [CH2:17]([C:1]1[C:2]2[C:16]3[C:11](=[CH:12][CH:13]=[CH:14][CH:15]=3)[CH:10]=[CH:9][C:3]=2[O:4][C:5]=1[C:6]([OH:8])=[O:7])[CH3:18], predict the reactants needed to synthesize it. (4) Given the product [N+:30]([C:33]1[CH:34]=[CH:35][C:36]([S:39]([O:18][CH:16]2[CH2:17][N:14]([C:12]3[S:13][C:9]4[CH:8]=[C:7]([C:5]5[CH:4]=[N:3][N:2]([CH3:1])[CH:6]=5)[CH:20]=[CH:19][C:10]=4[N:11]=3)[CH2:15]2)(=[O:41])=[O:40])=[CH:37][CH:38]=1)([O-:32])=[O:31], predict the reactants needed to synthesize it. The reactants are: [CH3:1][N:2]1[CH:6]=[C:5]([C:7]2[CH:20]=[CH:19][C:10]3[N:11]=[C:12]([N:14]4[CH2:17][CH:16]([OH:18])[CH2:15]4)[S:13][C:9]=3[CH:8]=2)[CH:4]=[N:3]1.C(N(CC)C(C)C)(C)C.[N+:30]([C:33]1[CH:38]=[CH:37][C:36]([S:39](N2C=NC=N2)(=[O:41])=[O:40])=[CH:35][CH:34]=1)([O-:32])=[O:31].C(N(CC)CC)C. (5) Given the product [CH2:14]([NH:13][C@@H:11]([C:2]1[C:1]2[C:10](=[CH:9][CH:8]=[CH:7][CH:6]=2)[CH:5]=[CH:4][CH:3]=1)[CH3:12])[C:15]1[CH:16]=[CH:17][CH:18]=[CH:19][CH:20]=1, predict the reactants needed to synthesize it. The reactants are: [CH:1]1[C:10]2[C:5](=[CH:6][CH:7]=[CH:8][CH:9]=2)[CH:4]=[CH:3][C:2]=1[C@H:11]([N:13]=[CH:14][C:15]1[CH:20]=[CH:19][CH:18]=[CH:17][CH:16]=1)[CH3:12].C([BH3-])#N.[Na+].Cl. (6) Given the product [O:1]1[CH:5]=[N:4][C:3]([C:6]2[CH:11]=[CH:10][C:9]([NH:12][NH2:13])=[CH:8][CH:7]=2)=[N:2]1, predict the reactants needed to synthesize it. The reactants are: [O:1]1[CH:5]=[N:4][C:3]([C:6]2[CH:11]=[CH:10][C:9]([NH2:12])=[CH:8][CH:7]=2)=[N:2]1.[N:13]([O-])=O.[Na+].O.O.[Sn](Cl)(Cl)(Cl)Cl.N. (7) The reactants are: [O:1]=[C:2]1[CH:7]([N:8]2[CH2:16][C:15]3[C:10](=[CH:11][CH:12]=[CH:13][C:14]=3[NH:17][C:18](=[O:21])[CH2:19]Cl)[C:9]2=[O:22])[CH2:6][CH2:5][C:4](=[O:23])[NH:3]1.[N-:24]=[N+:25]=[N-:26].[Na+].[Na+].[I-]. Given the product [N:24]([CH2:19][C:18]([NH:17][C:14]1[CH:13]=[CH:12][CH:11]=[C:10]2[C:15]=1[CH2:16][N:8]([CH:7]1[CH2:6][CH2:5][C:4](=[O:23])[NH:3][C:2]1=[O:1])[C:9]2=[O:22])=[O:21])=[N+:25]=[N-:26], predict the reactants needed to synthesize it.